This data is from Catalyst prediction with 721,799 reactions and 888 catalyst types from USPTO. The task is: Predict which catalyst facilitates the given reaction. (1) Reactant: [H-].[Na+].C(OP([CH2:11][C:12]([O:14][CH2:15][CH3:16])=[O:13])(OCC)=O)C.[CH:17]([C:19]1[C:24]([C:25]([O:27][CH3:28])=[O:26])=[CH:23][N:22]=[C:21]([O:29][CH3:30])[CH:20]=1)=O. Product: [CH2:15]([O:14][C:12](=[O:13])/[CH:11]=[CH:17]/[C:19]1[C:24]([C:25]([O:27][CH3:28])=[O:26])=[CH:23][N:22]=[C:21]([O:29][CH3:30])[CH:20]=1)[CH3:16]. The catalyst class is: 1. (2) Reactant: [Cl:1][C:2]1[CH:3]=[CH:4][C:5]2[O:9][C:8]([S:10][C:11]3[CH:12]=[CH:13][C:14](=[O:17])[NH:15][N:16]=3)=[C:7]([CH3:18])[C:6]=2[CH:19]=1.C(OO)(=[O:22])C. Product: [Cl:1][C:2]1[CH:3]=[CH:4][C:5]2[O:9][C:8]([S:10]([C:11]3[CH:12]=[CH:13][C:14](=[O:17])[NH:15][N:16]=3)=[O:22])=[C:7]([CH3:18])[C:6]=2[CH:19]=1. The catalyst class is: 15. (3) Reactant: O[CH2:2][C:3]1[O:7][N:6]=[C:5]([N:8]2[CH2:13][CH2:12][N:11]([C:14]([O:16][C:17]([CH3:20])([CH3:19])[CH3:18])=[O:15])[CH2:10][CH2:9]2)[N:4]=1.[Cl:21]CCl.N1C=CC=CC=1.S(Cl)(Cl)=O. Product: [Cl:21][CH2:2][C:3]1[O:7][N:6]=[C:5]([N:8]2[CH2:13][CH2:12][N:11]([C:14]([O:16][C:17]([CH3:20])([CH3:19])[CH3:18])=[O:15])[CH2:10][CH2:9]2)[N:4]=1. The catalyst class is: 13. (4) Reactant: [F:1][C:2]([F:24])([F:23])[C:3]1[CH:4]=[C:5]([C:13]2[N:17]=[CH:16][N:15](/[CH:18]=[CH:19]\[C:20]([OH:22])=O)[N:14]=2)[CH:6]=[C:7]([C:9]([F:12])([F:11])[F:10])[CH:8]=1.C1CCC(N=C=NC2CCCCC2)CC1.Cl.[CH:41]1([NH:44][NH2:45])[CH2:43][CH2:42]1.CCN(C(C)C)C(C)C. Product: [F:1][C:2]([F:24])([F:23])[C:3]1[CH:4]=[C:5]([C:13]2[N:17]=[CH:16][N:15](/[CH:18]=[CH:19]\[C:20]([NH:45][NH:44][CH:41]3[CH2:43][CH2:42]3)=[O:22])[N:14]=2)[CH:6]=[C:7]([C:9]([F:12])([F:10])[F:11])[CH:8]=1. The catalyst class is: 232. (5) Reactant: [NH2:1][C:2]1[N:6]([CH:7]2[CH2:12][CH2:11][CH2:10][NH:9][CH2:8]2)[N:5]=[C:4]([C:13]2[CH:18]=[CH:17][C:16]([O:19][C:20]3[CH:25]=[CH:24][CH:23]=[CH:22][CH:21]=3)=[CH:15][CH:14]=2)[C:3]=1[C:26]([NH2:28])=[O:27].[C:29](O)(=[O:33])/[CH:30]=[CH:31]/[CH3:32].C(N(CC)C(C)C)(C)C. Product: [NH2:1][C:2]1[N:6]([CH:7]2[CH2:12][CH2:11][CH2:10][N:9]([C:29](=[O:33])/[CH:30]=[CH:31]/[CH3:32])[CH2:8]2)[N:5]=[C:4]([C:13]2[CH:14]=[CH:15][C:16]([O:19][C:20]3[CH:25]=[CH:24][CH:23]=[CH:22][CH:21]=3)=[CH:17][CH:18]=2)[C:3]=1[C:26]([NH2:28])=[O:27]. The catalyst class is: 7. (6) Reactant: [F:1][C:2]1[CH:8]=[CH:7][C:5]([NH2:6])=[CH:4][C:3]=1[N+:9]([O-:11])=[O:10].[F:12][C:13]([F:24])([F:23])[C:14]1[CH:15]=[C:16]([CH:20]=[CH:21][CH:22]=1)[C:17](Cl)=[O:18].CCN(C(C)C)C(C)C.O. Product: [F:1][C:2]1[CH:8]=[CH:7][C:5]([NH:6][C:17](=[O:18])[C:16]2[CH:20]=[CH:21][CH:22]=[C:14]([C:13]([F:12])([F:23])[F:24])[CH:15]=2)=[CH:4][C:3]=1[N+:9]([O-:11])=[O:10]. The catalyst class is: 7. (7) Reactant: [Cl:1][C:2]1[CH:3]=[C:4]([CH:18]=[CH:19][CH:20]=1)[C:5]([NH:7][C:8]1[CH:9]=[C:10]([CH:15]=[CH:16][CH:17]=1)[C:11](OC)=[O:12])=[O:6].O.[NH2:22][NH2:23]. Product: [Cl:1][C:2]1[CH:3]=[C:4]([CH:18]=[CH:19][CH:20]=1)[C:5]([NH:7][C:8]1[CH:9]=[C:10]([CH:15]=[CH:16][CH:17]=1)[C:11]([NH:22][NH2:23])=[O:12])=[O:6]. The catalyst class is: 7.